From a dataset of Catalyst prediction with 721,799 reactions and 888 catalyst types from USPTO. Predict which catalyst facilitates the given reaction. Reactant: C(OC([NH:8][C:9]1[CH:14]=[CH:13][C:12](/[CH:15]=[CH:16]/[C:17](=[O:30])[CH2:18][C:19](=[O:29])/[CH:20]=[CH:21]/[C:22]2[CH:27]=[CH:26][C:25]([OH:28])=[CH:24][CH:23]=2)=[CH:11][CH:10]=1)=O)(C)(C)C.Cl.O1CCOCC1.C([O-])(O)=O.[Na+]. Product: [NH2:8][C:9]1[CH:10]=[CH:11][C:12](/[CH:15]=[CH:16]/[C:17](=[O:30])[CH2:18][C:19](=[O:29])/[CH:20]=[CH:21]/[C:22]2[CH:23]=[CH:24][C:25]([OH:28])=[CH:26][CH:27]=2)=[CH:13][CH:14]=1. The catalyst class is: 7.